Binary Classification. Given a T-cell receptor sequence (or CDR3 region) and an epitope sequence, predict whether binding occurs between them. From a dataset of TCR-epitope binding with 47,182 pairs between 192 epitopes and 23,139 TCRs. The epitope is YLQPRTFLL. The TCR CDR3 sequence is CSAGDRNTGELFF. Result: 1 (the TCR binds to the epitope).